From a dataset of NCI-60 drug combinations with 297,098 pairs across 59 cell lines. Regression. Given two drug SMILES strings and cell line genomic features, predict the synergy score measuring deviation from expected non-interaction effect. Drug 1: COC1=CC(=CC(=C1O)OC)C2C3C(COC3=O)C(C4=CC5=C(C=C24)OCO5)OC6C(C(C7C(O6)COC(O7)C8=CC=CS8)O)O. Drug 2: CCC1(C2=C(COC1=O)C(=O)N3CC4=CC5=C(C=CC(=C5CN(C)C)O)N=C4C3=C2)O.Cl. Cell line: HS 578T. Synergy scores: CSS=18.7, Synergy_ZIP=-3.82, Synergy_Bliss=-3.16, Synergy_Loewe=-2.41, Synergy_HSA=-1.09.